This data is from Serine/threonine kinase 33 screen with 319,792 compounds. The task is: Binary Classification. Given a drug SMILES string, predict its activity (active/inactive) in a high-throughput screening assay against a specified biological target. (1) The compound is S(=O)(=O)(NCc1ccccc1)c1cc(c(OCC(=O)N2CCCC2)cc1)C. The result is 0 (inactive). (2) The molecule is s1c2nc(ccc2c(N)c1C(=O)N)c1occc1. The result is 1 (active). (3) The molecule is O=S1Cc2c(nn(c2NC(=O)c2c(OC)c(OC)ccc2)c2c(c(ccc2)C)C)C1. The result is 0 (inactive). (4) The result is 0 (inactive). The molecule is O=C(N1CCCc2c1cccc2)CCc1[nH]c2c(c(=O)n1)cccc2. (5) The compound is FC(F)(F)c1cc(CNC(=O)C2ON=C(C2)c2cc(F)ccc2)cc(c1)C(F)(F)F. The result is 0 (inactive). (6) The molecule is S(c1n(CCc2ccccc2)c(=O)c2cc(N3CCOCC3)ccc2n1)CC(=O)NCCCC. The result is 0 (inactive). (7) The molecule is O=C(N1CCN(CC1)Cc1ccccc1)C(Nc1ccc(OC)cc1)C. The result is 0 (inactive). (8) The drug is S(=O)(=O)(N1CCOCC1)c1cc(ccc1)C(=O)NNC(=S)Nc1ccccc1. The result is 0 (inactive).